Dataset: Full USPTO retrosynthesis dataset with 1.9M reactions from patents (1976-2016). Task: Predict the reactants needed to synthesize the given product. (1) Given the product [CH2:1]([O:8][N:9]1[C:12]2([CH:17]=[CH:16][C:15]([OH:20])([CH2:18][C:45]([O:47][CH2:48][CH3:49])=[O:46])[CH:14]([O:21][Si:22]([C:25]([CH3:26])([CH3:27])[CH3:28])([CH3:23])[CH3:24])[CH:13]2[O:29][Si:30]([CH3:31])([CH3:32])[CH3:33])[CH2:11][C:10]1=[O:34])[C:2]1[CH:3]=[CH:4][CH:5]=[CH:6][CH:7]=1, predict the reactants needed to synthesize it. The reactants are: [CH2:1]([O:8][N:9]1[C:12]2([CH:17]=[CH:16][C:15]([OH:20])([CH2:18]O)[CH:14]([O:21][Si:22]([C:25]([CH3:28])([CH3:27])[CH3:26])([CH3:24])[CH3:23])[CH:13]2[O:29][Si:30]([CH3:33])([CH3:32])[CH3:31])[CH2:11][C:10]1=[O:34])[C:2]1[CH:7]=[CH:6][CH:5]=[CH:4][CH:3]=1.C(N(C(C)C)C(C)C)C.Cl[C:45]([O:47][CH2:48][CH3:49])=[O:46].CCCCCC.CCOC(C)=O. (2) Given the product [CH3:19][C:20]([CH3:29])([CH3:30])[CH2:21][C:22]([NH:24][CH2:25][CH2:26][CH2:27][NH:1][C@@H:2]1[C:11]([CH3:13])([CH3:12])[C:10]2[CH:9]=[C:8]([C:14]([NH2:16])=[O:15])[CH:7]=[CH:6][C:5]=2[CH2:4][C@H:3]1[O:17][CH3:18])=[O:23], predict the reactants needed to synthesize it. The reactants are: [NH2:1][C@@H:2]1[C:11]([CH3:13])([CH3:12])[C:10]2[CH:9]=[C:8]([C:14]([NH2:16])=[O:15])[CH:7]=[CH:6][C:5]=2[CH2:4][C@H:3]1[O:17][CH3:18].[CH3:19][C:20]([CH3:30])([CH3:29])[CH2:21][C:22]([NH:24][CH2:25][CH2:26][CH:27]=O)=[O:23].C(O)(C(F)(F)F)=O. (3) Given the product [CH3:13][N:14]([CH3:18])[CH2:15][CH2:16][O:1][C:2]1[CH:6]=[C:5]([C:7]([O:9][CH2:10][CH3:11])=[O:8])[N:4]([CH3:12])[N:3]=1, predict the reactants needed to synthesize it. The reactants are: [OH:1][C:2]1[CH:6]=[C:5]([C:7]([O:9][CH2:10][CH3:11])=[O:8])[N:4]([CH3:12])[N:3]=1.[CH3:13][N:14]([CH3:18])[CH2:15][CH2:16]O.C1C=CC(P(C2C=CC=CC=2)C2C=CC=CC=2)=CC=1.CC(OC(/N=N/C(OC(C)C)=O)=O)C. (4) Given the product [N:1]1[CH:2]=[CH:3][N:4]2[C:9]=1[CH:8]=[CH:7][C:6]([O:10][C:11]1[CH:17]=[CH:16][CH:15]=[CH:14][C:12]=1[NH:13][C:32]([NH:31][C:25]1[CH:30]=[CH:29][CH:28]=[CH:27][CH:26]=1)=[O:33])=[N:5]2, predict the reactants needed to synthesize it. The reactants are: [N:1]1[CH:2]=[CH:3][N:4]2[C:9]=1[CH:8]=[CH:7][C:6]([O:10][C:11]1[CH:17]=[CH:16][CH:15]=[CH:14][C:12]=1[NH2:13])=[N:5]2.C(N(CC)CC)C.[C:25]1([N:31]=[C:32]=[O:33])[CH:30]=[CH:29][CH:28]=[CH:27][CH:26]=1. (5) Given the product [CH2:14]([O:15][CH:16]=[C:17]([C:34]([O:33][CH2:32][CH3:31])=[O:9])[C:22]([O:24][CH2:25][CH3:26])=[O:23])[CH3:13], predict the reactants needed to synthesize it. The reactants are: FC1C=C(C)C=CC=1[N+]([O-])=[O:9].N1[CH2:17][CH2:16][O:15][CH2:14][CH2:13]1.[H][H].ClC[C:22]([O:24][C:25](=O)[CH2:26]Cl)=[O:23].[OH-].C1[CH2:34][O:33][CH2:32][CH2:31]1. (6) The reactants are: N#N.I[C:4]1[N:5]=[N+:6]([O-:17])[C:7]2[CH:16]=[C:12]3[CH2:13][CH2:14][O:15][C:11]3=[CH:10][C:8]=2[N:9]=1.[CH2:18]([OH:21])[CH:19]=[CH2:20].C([O-])(O)=O.[Na+]. Given the product [O-:17][N+:6]1[C:7]2[CH:16]=[C:12]3[CH2:13][CH2:14][O:15][C:11]3=[CH:10][C:8]=2[N:9]=[C:4]([CH2:20][CH2:19][CH:18]=[O:21])[N:5]=1, predict the reactants needed to synthesize it.